Task: Predict the reactants needed to synthesize the given product.. Dataset: Full USPTO retrosynthesis dataset with 1.9M reactions from patents (1976-2016) The reactants are: [CH2:1]1[C:9]2[C:4](=[CH:5][CH:6]=[CH:7][CH:8]=2)[CH2:3][NH:2]1.Cl[CH2:11][C:12]([NH:14][CH2:15][CH2:16][CH:17]([C:24]1[CH:29]=[CH:28][CH:27]=[CH:26][CH:25]=1)[C:18]1[CH:23]=[CH:22][CH:21]=[CH:20][CH:19]=1)=[O:13].[I-].CCN(CC)CC. Given the product [CH2:1]1[C:9]2[C:4](=[CH:5][CH:6]=[CH:7][CH:8]=2)[CH2:3][N:2]1[CH2:11][C:12]([NH:14][CH2:15][CH2:16][CH:17]([C:24]1[CH:29]=[CH:28][CH:27]=[CH:26][CH:25]=1)[C:18]1[CH:19]=[CH:20][CH:21]=[CH:22][CH:23]=1)=[O:13], predict the reactants needed to synthesize it.